Dataset: Reaction yield outcomes from USPTO patents with 853,638 reactions. Task: Predict the reaction yield, written as a fraction of the theoretical maximum amount of product (1.0 means a 100% yield; for example, 0.34 means a 34% yield). (1) The reactants are [F:1][C:2]([F:11])([F:10])[C:3]1[CH:8]=[CH:7][C:6]([NH2:9])=[CH:5][CH:4]=1.[N+:12]([C:15]1[CH:16]=[C:17]([CH:20]=[CH:21][CH:22]=1)[CH:18]=O)([O-:14])=[O:13]. The catalyst is C(O)C. The product is [N+:12]([C:15]1[CH:16]=[C:17]([CH:20]=[CH:21][CH:22]=1)[CH:18]=[N:9][C:6]1[CH:5]=[CH:4][C:3]([C:2]([F:10])([F:11])[F:1])=[CH:8][CH:7]=1)([O-:14])=[O:13]. The yield is 0.950. (2) The reactants are [NH2:1][C:2]1[N:32]=[C:5]2[CH:6]=[CH:7][C:8]([O:10][C:11]3[CH:12]=[C:13]([NH:18][C:19](=[O:31])[C:20]4[CH:25]=[CH:24][CH:23]=[C:22]([C:26]([C:29]#[N:30])([CH3:28])[CH3:27])[CH:21]=4)[CH:14]=[CH:15][C:16]=3[CH3:17])=[CH:9][N:4]2[N:3]=1.C([O:36][CH2:37][C:38](Cl)=[O:39])(=O)C.C(=O)([O-])[O-].[K+].[K+].O. The catalyst is N1C=CC=CC=1. The product is [C:29]([C:26]([C:22]1[CH:21]=[C:20]([CH:25]=[CH:24][CH:23]=1)[C:19]([NH:18][C:13]1[CH:14]=[CH:15][C:16]([CH3:17])=[C:11]([O:10][C:8]2[CH:7]=[CH:6][C:5]3[N:4]([N:3]=[C:2]([NH:1][C:37](=[O:36])[CH2:38][OH:39])[N:32]=3)[CH:9]=2)[CH:12]=1)=[O:31])([CH3:28])[CH3:27])#[N:30]. The yield is 0.790. (3) The reactants are C(=O)([O-])[O-].[K+].[K+].Br[CH:8]([C:13]([O:15][CH3:16])=[O:14])[C:9]([O:11][CH3:12])=[O:10].[N:17]1([C:23]([O:25][C:26]([CH3:29])([CH3:28])[CH3:27])=[O:24])[CH2:22][CH2:21][NH:20][CH2:19][CH2:18]1. The catalyst is C(#N)C. The product is [C:26]([O:25][C:23]([N:17]1[CH2:22][CH2:21][N:20]([CH:8]([C:13]([O:15][CH3:16])=[O:14])[C:9]([O:11][CH3:12])=[O:10])[CH2:19][CH2:18]1)=[O:24])([CH3:29])([CH3:27])[CH3:28]. The yield is 0.970. (4) No catalyst specified. The reactants are [C:1]([C:3]1[C:8]([CH3:9])=[CH:7][C:6]([C:10]2[CH2:11][CH2:12][N:13]([C:16]([C@@H:18]3[C@@H:23]([C:24]([O:26][CH3:27])=[O:25])[CH2:22][C@@H:21]([OH:28])[CH2:20][N:19]3[C:29]([O:31][C:32]([CH3:35])([CH3:34])[CH3:33])=[O:30])=[O:17])[CH2:14][CH:15]=2)=[CH:5][C:4]=1[CH3:36])#[N:2].O1CCCC1.[Cl:42][C:43]1[CH:44]=[C:45](O)[CH:46]=[N:47][CH:48]=1.C1(P(C2C=CC=CC=2)C2C=CC=CC=2)C=CC=CC=1.N(C(OC(C)C)=O)=NC(OC(C)C)=O. The yield is 0.328. The product is [Cl:42][C:43]1[CH:44]=[C:45]([O:28][C@@H:21]2[CH2:20][N:19]([C:29]([O:31][C:32]([CH3:33])([CH3:35])[CH3:34])=[O:30])[C@H:18]([C:16]([N:13]3[CH2:12][CH:11]=[C:10]([C:6]4[CH:7]=[C:8]([CH3:9])[C:3]([C:1]#[N:2])=[C:4]([CH3:36])[CH:5]=4)[CH2:15][CH2:14]3)=[O:17])[C@@H:23]([C:24]([O:26][CH3:27])=[O:25])[CH2:22]2)[CH:46]=[N:47][CH:48]=1. (5) The reactants are [NH2:1][C:2]1[N:7]([CH2:8][C:9]2[O:13][N:12]=[C:11]([CH:14]([CH3:16])[CH3:15])[CH:10]=2)[C:6](=[S:17])[NH:5][C:4](=[O:18])[CH:3]=1.[N:19]([O-])=O.[Na+].S(S([O-])=O)([O-])=O.[Na+].[Na+]. No catalyst specified. The product is [NH2:19][C:3]1[C:4](=[O:18])[NH:5][C:6](=[S:17])[N:7]([CH2:8][C:9]2[O:13][N:12]=[C:11]([CH:14]([CH3:15])[CH3:16])[CH:10]=2)[C:2]=1[NH2:1]. The yield is 0.330. (6) The yield is 0.900. The product is [C:25]([C:24]1[CH:28]=[CH:29][CH:30]=[CH:31][C:23]=1[S:22][C:2]1[CH:10]=[CH:9][C:8]([CH3:11])=[CH:7][C:3]=1[C:4]([OH:6])=[O:5])([OH:27])=[O:26]. No catalyst specified. The reactants are Br[C:2]1[CH:10]=[CH:9][C:8]([CH3:11])=[CH:7][C:3]=1[C:4]([OH:6])=[O:5].BrC1C=CC=CC=1C(O)=O.[SH:22][C:23]1[CH:31]=[CH:30][CH:29]=[CH:28][C:24]=1[C:25]([OH:27])=[O:26]. (7) The reactants are Br[C:2]1[CH:3]=[C:4]([C:9]2[N:13]=[C:12]([C:14]3[CH:19]=[CH:18][C:17]([F:20])=[CH:16][N:15]=3)[O:11][N:10]=2)[CH:5]=[C:6]([F:8])[CH:7]=1.B1([C:27]2[CH:32]=[CH:31][CH:30]=[N:29][CH:28]=2)OCCCO1.COCCOC.C(=O)([O-])[O-].[Na+].[Na+]. The catalyst is ClCCl.C1C=CC([P]([Pd]([P](C2C=CC=CC=2)(C2C=CC=CC=2)C2C=CC=CC=2)([P](C2C=CC=CC=2)(C2C=CC=CC=2)C2C=CC=CC=2)[P](C2C=CC=CC=2)(C2C=CC=CC=2)C2C=CC=CC=2)(C2C=CC=CC=2)C2C=CC=CC=2)=CC=1. The product is [F:20][C:17]1[CH:18]=[CH:19][C:14]([C:12]2[O:11][N:10]=[C:9]([C:4]3[CH:3]=[C:2]([C:27]4[CH:28]=[N:29][CH:30]=[CH:31][CH:32]=4)[CH:7]=[C:6]([F:8])[CH:5]=3)[N:13]=2)=[N:15][CH:16]=1. The yield is 0.177.